The task is: Predict the reaction yield, written as a fraction of the theoretical maximum amount of product (1.0 means a 100% yield; for example, 0.34 means a 34% yield).. This data is from Reaction yield outcomes from USPTO patents with 853,638 reactions. The reactants are [Cl:1][C:2]1[CH:8]=[C:7]([O:9][C:10]2[C:19]3[C:14](=[CH:15][C:16]([O:22][CH3:23])=[C:17]([O:20][CH3:21])[CH:18]=3)[N:13]=[CH:12][N:11]=2)[CH:6]=[CH:5][C:3]=1[NH2:4].Cl[C:25](Cl)([O:27][C:28](=[O:34])OC(Cl)(Cl)Cl)Cl.[CH:36]1(CO)[CH2:40][CH2:39][CH2:38][CH2:37]1.C(=O)(O)[O-].[Na+]. The catalyst is C(Cl)Cl.C(N(CC)CC)C.C1(C)C=CC=CC=1. The product is [Cl:1][C:2]1[CH:8]=[C:7]([O:9][C:10]2[C:19]3[C:14](=[CH:15][C:16]([O:22][CH3:23])=[C:17]([O:20][CH3:21])[CH:18]=3)[N:13]=[CH:12][N:11]=2)[CH:6]=[CH:5][C:3]=1[NH:4][C:28](=[O:34])[O:27][CH2:25][CH:36]1[CH2:40][CH2:39][CH2:38][CH2:37]1. The yield is 0.590.